From a dataset of NCI-60 drug combinations with 297,098 pairs across 59 cell lines. Regression. Given two drug SMILES strings and cell line genomic features, predict the synergy score measuring deviation from expected non-interaction effect. (1) Cell line: SK-OV-3. Drug 1: C1CCC(CC1)NC(=O)N(CCCl)N=O. Drug 2: C1CN(CCN1C(=O)CCBr)C(=O)CCBr. Synergy scores: CSS=18.0, Synergy_ZIP=-4.11, Synergy_Bliss=3.80, Synergy_Loewe=3.78, Synergy_HSA=3.66. (2) Drug 1: CC(CN1CC(=O)NC(=O)C1)N2CC(=O)NC(=O)C2. Drug 2: C1CC(=O)NC(=O)C1N2C(=O)C3=CC=CC=C3C2=O. Cell line: RXF 393. Synergy scores: CSS=15.6, Synergy_ZIP=-2.12, Synergy_Bliss=-0.380, Synergy_Loewe=-1.57, Synergy_HSA=-1.45. (3) Drug 1: CC12CCC(CC1=CCC3C2CCC4(C3CC=C4C5=CN=CC=C5)C)O. Drug 2: CC1=C2C(C(=O)C3(C(CC4C(C3C(C(C2(C)C)(CC1OC(=O)C(C(C5=CC=CC=C5)NC(=O)C6=CC=CC=C6)O)O)OC(=O)C7=CC=CC=C7)(CO4)OC(=O)C)O)C)OC(=O)C. Cell line: MDA-MB-435. Synergy scores: CSS=71.4, Synergy_ZIP=13.1, Synergy_Bliss=14.7, Synergy_Loewe=-6.46, Synergy_HSA=14.3. (4) Drug 1: CC1=CC2C(CCC3(C2CCC3(C(=O)C)OC(=O)C)C)C4(C1=CC(=O)CC4)C. Drug 2: CC1=C(C=C(C=C1)NC(=O)C2=CC=C(C=C2)CN3CCN(CC3)C)NC4=NC=CC(=N4)C5=CN=CC=C5. Cell line: MDA-MB-231. Synergy scores: CSS=-5.15, Synergy_ZIP=4.79, Synergy_Bliss=1.71, Synergy_Loewe=-10.5, Synergy_HSA=-9.26.